From a dataset of Catalyst prediction with 721,799 reactions and 888 catalyst types from USPTO. Predict which catalyst facilitates the given reaction. (1) Reactant: Cl[C:2]1[N:7]=[C:6]([C:8]2[N:12]3[CH:13]=[CH:14][CH:15]=[CH:16][C:11]3=[N:10][C:9]=2[C:17]2[CH:18]=[C:19]([CH:31]=[CH:32][CH:33]=2)[C:20]([NH:22][C:23]2[C:28]([F:29])=[CH:27][CH:26]=[CH:25][C:24]=2[F:30])=[O:21])[CH:5]=[CH:4][N:3]=1.[CH3:34][CH2:35][O:36][C:37]1[CH:43]=[C:42]([CH:44]2[CH2:49][CH2:48][N:47]([CH2:50][CH2:51][CH3:52])[CH2:46][CH2:45]2)[CH:41]=[CH:40][C:38]=1[NH2:39].C1(C)C=CC(S(O)(=O)=O)=CC=1.C[O-].[Na+]. Product: [F:30][C:24]1[CH:25]=[CH:26][CH:27]=[C:28]([F:29])[C:23]=1[NH:22][C:20](=[O:21])[C:19]1[CH:31]=[CH:32][CH:33]=[C:17]([C:9]2[N:10]=[C:11]3[CH:16]=[CH:15][CH:14]=[CH:13][N:12]3[C:8]=2[C:6]2[CH:5]=[CH:4][N:3]=[C:2]([NH:39][C:38]3[CH:40]=[CH:41][C:42]([CH:44]4[CH2:45][CH2:46][N:47]([CH2:50][CH2:51][CH3:52])[CH2:48][CH2:49]4)=[CH:43][C:37]=3[O:36][CH2:35][CH3:34])[N:7]=2)[CH:18]=1. The catalyst class is: 812. (2) Reactant: [Cl:1][CH2:2][C:3]1[CH:4]=[C:5]([CH:9]=[CH:10][CH:11]=1)[C:6](O)=[O:7].S(Cl)(Cl)=O.Cl.CN.[CH:19]([N:22](CC)C(C)C)(C)C. Product: [Cl:1][CH2:2][C:3]1[CH:4]=[C:5]([C:6]([NH:22][CH3:19])=[O:7])[CH:9]=[CH:10][CH:11]=1. The catalyst class is: 426. (3) Reactant: [CH3:1][O:2][C:3]1[CH:8]=[C:7]([C:9]([O:11][CH3:12])=[O:10])[C:6]([N+:13]([O-])=O)=[CH:5][N:4]=1.[Cl-].[NH4+].C(=O)([O-])O.[Na+]. Product: [NH2:13][C:6]1[C:7]([C:9]([O:11][CH3:12])=[O:10])=[CH:8][C:3]([O:2][CH3:1])=[N:4][CH:5]=1. The catalyst class is: 415.